This data is from Forward reaction prediction with 1.9M reactions from USPTO patents (1976-2016). The task is: Predict the product of the given reaction. Given the reactants [CH2:1]([NH:3][C:4]([NH:6][C:7]1[N:12]=[CH:11][C:10]([C:13]2[C:14]([O:23][CH2:24]CN3CCN(C)CC3)=[N:15][CH:16]=[C:17]([C:19]([NH:21][NH2:22])=[O:20])[CH:18]=2)=[C:9]([C:33]2[S:34][CH:35]=[C:36]([C:38]([F:41])([F:40])[F:39])[N:37]=2)[CH:8]=1)=[O:5])[CH3:2].C(NC(=O)NC1N=CC(C2C(OC)=NC=C(C(OC)=O)C=2)=C(C2SC=C(C(F)(F)F)N=2)C=1)C, predict the reaction product. The product is: [CH2:1]([NH:3][C:4]([NH:6][C:7]1[N:12]=[CH:11][C:10]([C:13]2[C:14]([O:23][CH3:24])=[N:15][CH:16]=[C:17]([C:19]([NH:21][NH2:22])=[O:20])[CH:18]=2)=[C:9]([C:33]2[S:34][CH:35]=[C:36]([C:38]([F:39])([F:41])[F:40])[N:37]=2)[CH:8]=1)=[O:5])[CH3:2].